From a dataset of Forward reaction prediction with 1.9M reactions from USPTO patents (1976-2016). Predict the product of the given reaction. (1) Given the reactants C(N(CC)CC)C.[C:8](Cl)(=[O:11])[CH2:9][CH3:10].[Si:13]([O:20][C:21]1[CH:26]=[C:25]([O:27][Si:28]([C:31]([CH3:34])([CH3:33])[CH3:32])([CH3:30])[CH3:29])[CH:24]=[CH:23][C:22]=1[CH:35]1[CH2:40][CH2:39][CH:38]([CH2:41][OH:42])[CH2:37][CH2:36]1)([C:16]([CH3:19])([CH3:18])[CH3:17])([CH3:15])[CH3:14], predict the reaction product. The product is: [C:8]([O:42][CH2:41][CH:38]1[CH2:37][CH2:36][CH:35]([C:22]2[CH:23]=[CH:24][C:25]([O:27][Si:28]([C:31]([CH3:33])([CH3:34])[CH3:32])([CH3:30])[CH3:29])=[CH:26][C:21]=2[O:20][Si:13]([C:16]([CH3:17])([CH3:18])[CH3:19])([CH3:15])[CH3:14])[CH2:40][CH2:39]1)(=[O:11])[CH2:9][CH3:10]. (2) The product is: [Br:1][C:2]1[CH:9]=[CH:8][C:5]([CH:6]=[N:15][C:11]([CH3:14])([CH3:13])[CH3:12])=[C:4]([F:10])[CH:3]=1. Given the reactants [Br:1][C:2]1[CH:9]=[CH:8][C:5]([CH:6]=O)=[C:4]([F:10])[CH:3]=1.[C:11]([NH2:15])([CH3:14])([CH3:13])[CH3:12].[O-]S([O-])(=O)=O.[Mg+2], predict the reaction product. (3) Given the reactants [NH:1]1[C:9]2[C:4](=[C:5]([C:10]3[CH:18]=[C:17]4[C:13]([CH:14]=[N:15][N:16]4[S:19]([C:22]4[CH:27]=[CH:26][CH:25]=[CH:24][CH:23]=4)(=[O:21])=[O:20])=[C:12]([C:28]4[NH:32][N:31]=NN=4)[CH:11]=3)[CH:6]=[CH:7][CH:8]=2)[CH:3]=[CH:2]1.[Cl:33][CH2:34][C:35](Cl)=[O:36], predict the reaction product. The product is: [Cl:33][CH2:34][C:35]1[O:36][C:28]([C:12]2[CH:11]=[C:10]([C:5]3[CH:6]=[CH:7][CH:8]=[C:9]4[C:4]=3[CH:3]=[CH:2][NH:1]4)[CH:18]=[C:17]3[C:13]=2[CH:14]=[N:15][N:16]3[S:19]([C:22]2[CH:23]=[CH:24][CH:25]=[CH:26][CH:27]=2)(=[O:20])=[O:21])=[N:32][N:31]=1. (4) Given the reactants Br[C:2]1[N:10]2[C:5]([CH:6]=[N:7][C:8]([NH:11][C:12]3[CH:17]=[CH:16][C:15]([N:18]4[CH2:23][CH2:22][N:21]([CH3:24])[CH2:20][CH2:19]4)=[CH:14][CH:13]=3)=[N:9]2)=[CH:4][CH:3]=1.CC(C)([O-])C.[Na+].C(O)CO.CN(C)C=O.[C:40]1([SH:46])[CH:45]=[CH:44][CH:43]=[CH:42][CH:41]=1, predict the reaction product. The product is: [CH3:24][N:21]1[CH2:22][CH2:23][N:18]([C:15]2[CH:16]=[CH:17][C:12]([NH:11][C:8]3[N:7]=[CH:6][C:5]4=[CH:4][CH:3]=[C:2]([S:46][C:40]5[CH:45]=[CH:44][CH:43]=[CH:42][CH:41]=5)[N:10]4[N:9]=3)=[CH:13][CH:14]=2)[CH2:19][CH2:20]1. (5) Given the reactants [CH3:1][C:2]1[CH:3]=[CH:4][C:5]([N:8]2[C:16]3[C:11](=[CH:12][C:13]([N+:17]([O-])=O)=[CH:14][CH:15]=3)[CH:10]=[N:9]2)=[N:6][CH:7]=1.CC1C=CC(N2C=C3C(C=CC([N+]([O-])=O)=C3)=N2)=NC=1, predict the reaction product. The product is: [CH3:1][C:2]1[CH:3]=[CH:4][C:5]([N:8]2[C:16]3[C:11](=[CH:12][C:13]([NH2:17])=[CH:14][CH:15]=3)[CH2:10][NH:9]2)=[N:6][CH:7]=1. (6) Given the reactants [CH3:1][N:2]1[C:6]2[CH:7]=[CH:8][C:9]([N:11]3[CH:16]=[C:15]([C:17]#[N:18])[C:14](=[O:19])[NH:13][C:12]3=[O:20])=[CH:10][C:5]=2[S:4][C:3]1=[O:21].[Cl:22][C:23]1[CH:31]=[CH:30][CH:29]=[C:28]2[C:24]=1[CH2:25][CH2:26][CH:27]2O.C1(P(C2C=CC=CC=2)C2C=CC=CC=2)C=CC=CC=1.N(C(OC(C)C)=O)=NC(OC(C)C)=O.Cl, predict the reaction product. The product is: [Cl:22][C:23]1[CH:31]=[CH:30][CH:29]=[C:28]2[C:24]=1[CH2:25][CH2:26][CH:27]2[N:13]1[C:14](=[O:19])[C:15]([C:17]#[N:18])=[CH:16][N:11]([C:9]2[CH:8]=[CH:7][C:6]3[N:2]([CH3:1])[C:3](=[O:21])[S:4][C:5]=3[CH:10]=2)[C:12]1=[O:20]. (7) Given the reactants [CH:1]1([N:4]([CH2:12][CH2:13][O:14][CH3:15])[C@H:5]2[CH2:10][CH2:9][C@H:8]([NH2:11])[CH2:7][CH2:6]2)[CH2:3][CH2:2]1.F[C:17]1[CH:22]=[C:21]([C:23]2[N:28]=[C:27]([O:29][CH2:30][C:31]3([C:37]#[N:38])[CH2:36][CH2:35][O:34][CH2:33][CH2:32]3)[CH:26]=[N:25][CH:24]=2)[C:20]([F:39])=[CH:19][N:18]=1, predict the reaction product. The product is: [CH:1]1([N:4]([CH2:12][CH2:13][O:14][CH3:15])[C@H:5]2[CH2:10][CH2:9][C@H:8]([NH:11][C:17]3[CH:22]=[C:21]([C:23]4[N:28]=[C:27]([O:29][CH2:30][C:31]5([C:37]#[N:38])[CH2:32][CH2:33][O:34][CH2:35][CH2:36]5)[CH:26]=[N:25][CH:24]=4)[C:20]([F:39])=[CH:19][N:18]=3)[CH2:7][CH2:6]2)[CH2:3][CH2:2]1. (8) Given the reactants CCN=C=NCCCN(C)C.[C:12]([C:15]1[CH:20]=[CH:19][C:18]([S:21]([NH:24][C:25]2[CH:34]=[CH:33][CH:32]=[CH:31][C:26]=2[C:27]([O:29][CH3:30])=[O:28])(=[O:23])=[O:22])=[CH:17][CH:16]=1)(O)=[O:13].ON1C2N=CC=CC=2N=N1.[CH2:45]([NH2:53])[CH2:46][C:47]1[CH:52]=[CH:51][CH:50]=[CH:49][CH:48]=1.C(=O)(O)[O-].[Na+], predict the reaction product. The product is: [CH3:30][O:29][C:27](=[O:28])[C:26]1[CH:31]=[CH:32][CH:33]=[CH:34][C:25]=1[NH:24][S:21]([C:18]1[CH:19]=[CH:20][C:15]([C:12](=[O:13])[NH:53][CH2:45][CH2:46][C:47]2[CH:52]=[CH:51][CH:50]=[CH:49][CH:48]=2)=[CH:16][CH:17]=1)(=[O:22])=[O:23].